Binary Classification. Given a T-cell receptor sequence (or CDR3 region) and an epitope sequence, predict whether binding occurs between them. From a dataset of TCR-epitope binding with 47,182 pairs between 192 epitopes and 23,139 TCRs. The epitope is VLWAHGFEL. The TCR CDR3 sequence is CASTSRGGTDTQYF. Result: 1 (the TCR binds to the epitope).